Dataset: Peptide-MHC class II binding affinity with 134,281 pairs from IEDB. Task: Regression. Given a peptide amino acid sequence and an MHC pseudo amino acid sequence, predict their binding affinity value. This is MHC class II binding data. (1) The peptide sequence is RGIVKENIIDLTKIDR. The MHC is HLA-DQA10401-DQB10402 with pseudo-sequence HLA-DQA10401-DQB10402. The binding affinity (normalized) is 0.0894. (2) The peptide sequence is GELQIVDKIDAAFKW. The binding affinity (normalized) is 0.535. The MHC is DRB1_0701 with pseudo-sequence DRB1_0701. (3) The peptide sequence is IITFKDKTDIHRLEP. The MHC is DRB1_1301 with pseudo-sequence DRB1_1301. The binding affinity (normalized) is 0.671. (4) The peptide sequence is DQVGDRNPYENILYK. The MHC is DRB1_0101 with pseudo-sequence DRB1_0101. The binding affinity (normalized) is 0.